From a dataset of Peptide-MHC class II binding affinity with 134,281 pairs from IEDB. Regression. Given a peptide amino acid sequence and an MHC pseudo amino acid sequence, predict their binding affinity value. This is MHC class II binding data. (1) The peptide sequence is SIDFNQVAQVQRALR. The MHC is DRB1_0101 with pseudo-sequence DRB1_0101. The binding affinity (normalized) is 0.798. (2) The peptide sequence is RGLKLATALSLSNKF. The MHC is HLA-DQA10101-DQB10501 with pseudo-sequence HLA-DQA10101-DQB10501. The binding affinity (normalized) is 0.272.